Dataset: Reaction yield outcomes from USPTO patents with 853,638 reactions. Task: Predict the reaction yield, written as a fraction of the theoretical maximum amount of product (1.0 means a 100% yield; for example, 0.34 means a 34% yield). (1) The reactants are [N+](C1C=CC(N)=C(N)C=1)([O-])=O.[CH:12]1([C:15]2[NH:16][C:17]3[CH:23]=[C:22]([N+:24]([O-])=O)[CH:21]=[CH:20][C:18]=3[N:19]=2)[CH2:14][CH2:13]1.[N+](C1NC2C=CC=CC=2N=1)([O-])=O. The catalyst is C1(C(O)=O)CC1.CCOC(C)=O.CO.[Pd]. The product is [CH:12]1([C:15]2[NH:16][C:17]3[CH:23]=[C:22]([NH2:24])[CH:21]=[CH:20][C:18]=3[N:19]=2)[CH2:14][CH2:13]1. The yield is 0.750. (2) The reactants are [I:1][C:2]1[CH:3]=[CH:4][C:5]2[N:6]([CH:8]=[C:9]([NH2:11])[N:10]=2)[N:7]=1.[C:12](Cl)(=[O:15])[CH2:13][CH3:14]. The catalyst is CN(C)C(=O)C. The product is [I:1][C:2]1[CH:3]=[CH:4][C:5]2[N:6]([CH:8]=[C:9]([NH:11][C:12](=[O:15])[CH2:13][CH3:14])[N:10]=2)[N:7]=1. The yield is 0.720. (3) The reactants are [CH3:1][O:2][CH2:3][CH2:4][O:5][C:6]1[CH:11]=[CH:10][C:9]([S:12][C:13]2[CH:18]=[CH:17][C:16]([O:19][CH2:20][CH2:21][O:22][CH3:23])=[CH:15][CH:14]=2)=[CH:8][CH:7]=1.OO.O.O.O.O.O.S([O-])([O-])(=[O:33])=S.[Na+].[Na+].O. The catalyst is C(O)(=O)C. The product is [CH3:23][O:22][CH2:21][CH2:20][O:19][C:16]1[CH:17]=[CH:18][C:13]([S:12]([C:9]2[CH:8]=[CH:7][C:6]([O:5][CH2:4][CH2:3][O:2][CH3:1])=[CH:11][CH:10]=2)=[O:33])=[CH:14][CH:15]=1. The yield is 0.910. (4) The reactants are [O:1]1[CH2:5][CH2:4][NH:3][C:2]1=[O:6].ClC(Cl)(O[C:11](=[O:17])[O:12][C:13](Cl)(Cl)Cl)Cl.C(N(CC)CC)C.[F:26][C:27]1[CH:34]=C(O)[CH:32]=[CH:31][C:28]=1[CH:29]=[O:30]. The catalyst is C(Cl)Cl.CC(OC)(C)C.O.C1COCC1. The product is [O:6]=[C:2]1[N:3]([C:11]([O:12][C:13]2[CH:32]=[CH:31][C:28]([CH:29]=[O:30])=[C:27]([F:26])[CH:34]=2)=[O:17])[CH2:4][CH2:5][O:1]1. The yield is 0.860. (5) The reactants are B.[C:2]12[CH2:9][CH:8]([C:10](O)=[O:11])[C:7]1=[CH:6][CH:5]=[CH:4][CH:3]=2. The catalyst is C1COCC1. The product is [C:2]12[CH2:9][CH:8]([CH2:10][OH:11])[C:7]1=[CH:6][CH:5]=[CH:4][CH:3]=2. The yield is 0.860. (6) The reactants are C(O[C:5](=[O:7])[CH3:6])(=O)C.C(O)=O.[NH2:11][C:12]1[CH:13]=[C:14]2[C:18](=[CH:19][CH:20]=1)[NH:17][C:16](=[O:21])C2. The catalyst is O1CCCC1.N1CCCCC1. The product is [O:7]=[C:5]1[CH2:6][C:20]2[C:12](=[CH:13][CH:14]=[C:18]([NH:17][CH:16]=[O:21])[CH:19]=2)[NH:11]1. The yield is 0.850. (7) The reactants are [Br:1][C:2]1[CH:3]=[C:4]([C:9]2[N:13]([CH3:14])[N:12]=[C:11]([C:15](=O)[CH3:16])[C:10]=2[OH:18])[CH:5]=[CH:6][C:7]=1[F:8].[NH:19]([C:21]([NH:23][C:24]1[CH:32]=[CH:31][C:27]([C:28]([OH:30])=[O:29])=[CH:26][CH:25]=1)=[S:22])[NH2:20].CN(C)C=O. The catalyst is Cl.O. The product is [Br:1][C:2]1[CH:3]=[C:4]([C:9]2[N:13]([CH3:14])[N:12]=[C:11]([C:15](=[N:20][NH:19][C:21]([NH:23][C:24]3[CH:32]=[CH:31][C:27]([C:28]([OH:30])=[O:29])=[CH:26][CH:25]=3)=[S:22])[CH3:16])[C:10]=2[OH:18])[CH:5]=[CH:6][C:7]=1[F:8]. The yield is 0.740.